This data is from Full USPTO retrosynthesis dataset with 1.9M reactions from patents (1976-2016). The task is: Predict the reactants needed to synthesize the given product. Given the product [CH2:6]([O:13][C:14]1[CH:23]=[CH:22][C:21]2[N:20]=[C:19]([Cl:3])[C:18]3[N:25]=[C:26]([CH2:32][O:33][CH3:34])[N:27]([CH2:28][CH:29]([CH3:31])[CH3:30])[C:17]=3[C:16]=2[CH:15]=1)[C:7]1[CH:12]=[CH:11][CH:10]=[CH:9][CH:8]=1, predict the reactants needed to synthesize it. The reactants are: P(Cl)(Cl)([Cl:3])=O.[CH2:6]([O:13][C:14]1[CH:23]=[CH:22][C:21]2[N+:20]([O-])=[CH:19][C:18]3[N:25]=[C:26]([CH2:32][O:33][CH3:34])[N:27]([CH2:28][CH:29]([CH3:31])[CH3:30])[C:17]=3[C:16]=2[CH:15]=1)[C:7]1[CH:12]=[CH:11][CH:10]=[CH:9][CH:8]=1.C(=O)([O-])[O-].[K+].[K+].